Dataset: Ames mutagenicity test results for genotoxicity prediction. Task: Regression/Classification. Given a drug SMILES string, predict its toxicity properties. Task type varies by dataset: regression for continuous values (e.g., LD50, hERG inhibition percentage) or binary classification for toxic/non-toxic outcomes (e.g., AMES mutagenicity, cardiotoxicity, hepatotoxicity). Dataset: ames. (1) The result is 0 (non-mutagenic). The molecule is CCOc1ccccc1OCC1CNCCO1. (2) The result is 0 (non-mutagenic). The molecule is O=C1NC(=O)C(O)(O)C(=O)N1. (3) The compound is CC1(C)CC2=C(C1)C(C=O)C1(C=O)CC1(C)C2O. The result is 1 (mutagenic). (4) The compound is Clc1ccc(Cl)cc1. The result is 0 (non-mutagenic). (5) The compound is CC(C)c1cc(N)c([N+](=O)[O-])cc1N. The result is 1 (mutagenic).